The task is: Regression/Classification. Given a drug SMILES string, predict its absorption, distribution, metabolism, or excretion properties. Task type varies by dataset: regression for continuous measurements (e.g., permeability, clearance, half-life) or binary classification for categorical outcomes (e.g., BBB penetration, CYP inhibition). Dataset: cyp1a2_veith.. This data is from CYP1A2 inhibition data for predicting drug metabolism from PubChem BioAssay. (1) The molecule is Cc1ccc(-c2cc(N)n3nc(-c4ccc(C)cc4)cc3n2)cc1. The result is 0 (non-inhibitor). (2) The compound is Cl.N#Cc1ccc(C(c2nnnn2Cc2ccccc2)N2CCCC2)cc1. The result is 0 (non-inhibitor). (3) The molecule is CCc1c(O)c2c(c(O)c1C(C)=O)C(=O)c1c(cc(O)c(C(=O)O)c1C(=O)O)C2=O. The result is 0 (non-inhibitor).